From a dataset of Forward reaction prediction with 1.9M reactions from USPTO patents (1976-2016). Predict the product of the given reaction. (1) Given the reactants [S:1]1[CH:5]=[CH:4][N:3]=[CH:2]1.C([Li])CCC.[Cl:11][C:12]1[CH:40]=[CH:39][C:15]([C:16]([C:18]2[CH:19]=[C:20]3[C:25](=[CH:26][CH:27]=2)[N:24]([CH3:28])[C:23](=[O:29])[CH:22]=[C:21]3[CH2:30][CH2:31][C:32]2[CH:37]=[CH:36][CH:35]=[C:34]([Cl:38])[CH:33]=2)=[O:17])=[CH:14][CH:13]=1, predict the reaction product. The product is: [Cl:38][C:34]1[CH:33]=[C:32]([CH:37]=[CH:36][CH:35]=1)[CH2:31][CH2:30][C:21]1[C:20]2[C:25](=[CH:26][CH:27]=[C:18]([C:16]([C:15]3[CH:39]=[CH:40][C:12]([Cl:11])=[CH:13][CH:14]=3)([OH:17])[C:2]3[S:1][CH:5]=[CH:4][N:3]=3)[CH:19]=2)[N:24]([CH3:28])[C:23](=[O:29])[CH:22]=1. (2) The product is: [ClH:25].[NH2:1][C:2]1[CH:3]=[C:4]([CH:17]=[CH:18][CH:19]=1)[C:5]([NH:7][C:8]1[CH:9]=[CH:10][C:11]([C:14]([NH2:16])=[O:15])=[CH:12][CH:13]=1)=[O:6]. Given the reactants [NH2:1][C:2]1[CH:3]=[C:4]([CH:17]=[CH:18][CH:19]=1)[C:5]([NH:7][C:8]1[CH:13]=[CH:12][C:11]([C:14]([NH2:16])=[O:15])=[CH:10][CH:9]=1)=[O:6].O1CCCC1.[ClH:25].O1CCOCC1, predict the reaction product. (3) Given the reactants C(C(CCCC)C([O-])=O)C.[Na+:11].[CH3:12][O:13][C:14]1[CH:15]=[C:16]([CH:39]=[CH:40][C:41]=1[O:42][CH2:43][C:44]1[N:45]=[C:46]([C:50]2[CH:55]=[CH:54][CH:53]=[CH:52][CH:51]=2)[O:47][C:48]=1[CH3:49])[CH2:17][N:18]1[C:30]2[CH:29]=[CH:28][CH:27]=[C:26]([O:31][CH2:32][CH2:33][CH:34]([CH3:38])[C:35]([OH:37])=[O:36])[C:25]=2[C:24]2[C:19]1=[CH:20][CH:21]=[CH:22][CH:23]=2, predict the reaction product. The product is: [CH3:12][O:13][C:14]1[CH:15]=[C:16]([CH:39]=[CH:40][C:41]=1[O:42][CH2:43][C:44]1[N:45]=[C:46]([C:50]2[CH:51]=[CH:52][CH:53]=[CH:54][CH:55]=2)[O:47][C:48]=1[CH3:49])[CH2:17][N:18]1[C:30]2[CH:29]=[CH:28][CH:27]=[C:26]([O:31][CH2:32][CH2:33][CH:34]([CH3:38])[C:35]([O-:37])=[O:36])[C:25]=2[C:24]2[C:19]1=[CH:20][CH:21]=[CH:22][CH:23]=2.[Na+:11]. (4) Given the reactants [C]=O.[C:3]([O:7]C[O:7][C:3](=[O:6])[CH2:4][CH3:5])(=[O:6])[CH2:4][CH3:5].C(O)(=O)CC.C([O:23][CH2:24][C:25]([OH:27])=[O:26])(=O)CC, predict the reaction product. The product is: [C:25]([OH:27])(=[O:26])[CH2:24][OH:23].[C:3]([OH:7])(=[O:6])[CH2:4][CH3:5].